From a dataset of Forward reaction prediction with 1.9M reactions from USPTO patents (1976-2016). Predict the product of the given reaction. (1) Given the reactants [C:1]([O:5][C:6]([NH:8][C@H:9]1[CH2:14][CH2:13][CH2:12][CH2:11][C@H:10]1[C:15]([OH:17])=O)=[O:7])([CH3:4])([CH3:3])[CH3:2].[F:18][C:19]([F:23])([F:22])[CH2:20][NH2:21].C1C=CC2N(O)N=NC=2C=1.CCN(C(C)C)C(C)C.C(Cl)CCl, predict the reaction product. The product is: [C:1]([O:5][C:6](=[O:7])[NH:8][C@@H:9]1[CH2:14][CH2:13][CH2:12][CH2:11][C@@H:10]1[C:15](=[O:17])[NH:21][CH2:20][C:19]([F:23])([F:22])[F:18])([CH3:2])([CH3:3])[CH3:4]. (2) Given the reactants [F:1][C:2]1[CH:8]=[C:7]([I:9])[CH:6]=[CH:5][C:3]=1[NH2:4].[CH2:10]([C:12]1[CH:17]=[C:16]([F:18])[C:15]([F:19])=[C:14](F)[C:13]=1[N+:21]([O-:23])=[O:22])[CH3:11], predict the reaction product. The product is: [CH2:10]([C:12]1[C:13]([N+:21]([O-:23])=[O:22])=[C:14]([C:15]([F:19])=[C:16]([F:18])[CH:17]=1)[NH:4][C:3]1[CH:5]=[CH:6][C:7]([I:9])=[CH:8][C:2]=1[F:1])[CH3:11].